This data is from Full USPTO retrosynthesis dataset with 1.9M reactions from patents (1976-2016). The task is: Predict the reactants needed to synthesize the given product. (1) The reactants are: [C:1]([O:5][C:6]([NH:8][N:9]=[C:10]1[CH2:15][CH2:14][N:13]([C:16]([O:18][CH2:19][CH:20]2[C:32]3[CH:31]=[CH:30][CH:29]=[CH:28][C:27]=3[C:26]3[C:21]2=[CH:22][CH:23]=[CH:24][CH:25]=3)=[O:17])[CH2:12][CH2:11]1)=[O:7])([CH3:4])([CH3:3])[CH3:2].[H][H]. Given the product [C:1]([O:5][C:6]([NH:8][NH:9][CH:10]1[CH2:15][CH2:14][N:13]([C:16]([O:18][CH2:19][CH:20]2[C:21]3[CH:22]=[CH:23][CH:24]=[CH:25][C:26]=3[C:27]3[C:32]2=[CH:31][CH:30]=[CH:29][CH:28]=3)=[O:17])[CH2:12][CH2:11]1)=[O:7])([CH3:4])([CH3:2])[CH3:3], predict the reactants needed to synthesize it. (2) Given the product [CH:11]([C:10]1[CH:21]=[C:42]([NH:41][C:38](=[O:40])[CH3:39])[C:43](=[O:45])[O:14][C:9]=1[C:6]1[CH:7]=[CH:8][C:3]([O:2][CH3:1])=[C:4]([O:15][CH2:16][CH2:17][CH2:18][O:19][CH3:20])[CH:5]=1)([CH3:13])[CH3:12], predict the reactants needed to synthesize it. The reactants are: [CH3:1][O:2][C:3]1[CH:8]=[CH:7][C:6]([C:9](=[O:14])[CH2:10][CH:11]([CH3:13])[CH3:12])=[CH:5][C:4]=1[O:15][CH2:16][CH2:17][CH2:18][O:19][CH3:20].[CH2:21](N(CC)CC)C.CN(C(N(C)C)N(C)C)C.[C:38]([NH:41][CH2:42][C:43]([OH:45])=O)(=[O:40])[CH3:39].C(OC(=O)C)(=O)C. (3) Given the product [CH:1]1([CH2:5][C:6]2[N:7]=[C:8]([C:11]#[N:13])[S:9][CH:10]=2)[CH2:2][CH2:3][CH2:4]1, predict the reactants needed to synthesize it. The reactants are: [CH:1]1([CH2:5][C:6]2[N:7]=[C:8]([C:11]([NH2:13])=O)[S:9][CH:10]=2)[CH2:4][CH2:3][CH2:2]1.N1C=CC=CC=1.C(OC(C(F)(F)F)=O)(C(F)(F)F)=O.O.